From a dataset of Full USPTO retrosynthesis dataset with 1.9M reactions from patents (1976-2016). Predict the reactants needed to synthesize the given product. (1) Given the product [CH3:1][O:2][C:3](=[O:14])[CH:4]([NH:13][C:15]([O:17][C:18]([CH3:21])([CH3:20])[CH3:19])=[O:16])[CH2:5][C:6]1[CH:11]=[CH:10][C:9]([OH:12])=[CH:8][CH:7]=1, predict the reactants needed to synthesize it. The reactants are: [CH3:1][O:2][C:3](=[O:14])[CH:4]([NH2:13])[CH2:5][C:6]1[CH:11]=[CH:10][C:9]([OH:12])=[CH:8][CH:7]=1.[C:15](O[C:15]([O:17][C:18]([CH3:21])([CH3:20])[CH3:19])=[O:16])([O:17][C:18]([CH3:21])([CH3:20])[CH3:19])=[O:16].C(N(C(C)C)CC)(C)C. (2) Given the product [N:41]1[C:33]([N:19]2[CH2:20][CH2:21][CH2:22][CH:18]2[C:7]2[C:8]([C:12]3[CH:17]=[CH:16][CH:15]=[CH:14][N:13]=3)=[N:9][C:10]3[C:5]([CH:6]=2)=[CH:4][CH:3]=[C:2]([F:1])[CH:11]=3)=[C:34]2[C:38]([NH:37][CH:36]=[N:35]2)=[N:39][CH:40]=1, predict the reactants needed to synthesize it. The reactants are: [F:1][C:2]1[CH:11]=[C:10]2[C:5]([CH:6]=[C:7]([CH:18]3[CH2:22][CH2:21][CH2:20][NH:19]3)[C:8]([C:12]3[CH:17]=[CH:16][CH:15]=[CH:14][N:13]=3)=[N:9]2)=[CH:4][CH:3]=1.CCN(C(C)C)C(C)C.Cl[C:33]1[N:41]=[CH:40][N:39]=[C:38]2[C:34]=1[NH:35][CH:36]=[N:37]2. (3) Given the product [Br:13][C:8]1[CH:7]=[C:3]([CH:2]=[C:10]([O:11][CH3:12])[CH:9]=1)[C:4]([OH:6])=[O:5], predict the reactants needed to synthesize it. The reactants are: N[C:2]1[C:10]([O:11][CH3:12])=[CH:9][C:8]([Br:13])=[CH:7][C:3]=1[C:4]([OH:6])=[O:5].Cl.N([O-])=O.[Na+].[PH2](O)=O.